Dataset: Reaction yield outcomes from USPTO patents with 853,638 reactions. Task: Predict the reaction yield, written as a fraction of the theoretical maximum amount of product (1.0 means a 100% yield; for example, 0.34 means a 34% yield). (1) The reactants are [BH4-].[Na+].[Br-].[C:4]([O:8][C:9]([N:11]1[C:19]2[CH:18]=[CH:17][N+:16]([CH:20]([C:29]3[CH:34]=[CH:33][CH:32]=[CH:31][C:30]=3[Cl:35])[CH2:21][CH2:22][CH2:23][CH2:24][CH2:25][CH:26]([CH3:28])[CH3:27])=[CH:15][C:14]=2[CH:13]=[CH:12]1)=[O:10])([CH3:7])([CH3:6])[CH3:5]. The catalyst is CCO. The product is [C:4]([O:8][C:9]([N:11]1[C:19]2[CH2:18][CH2:17][N:16]([CH:20]([C:29]3[CH:34]=[CH:33][CH:32]=[CH:31][C:30]=3[Cl:35])[CH2:21][CH2:22][CH2:23][CH2:24][CH2:25][C:26]([C:9]([O:8][CH2:4][CH3:5])=[O:10])([CH3:28])[CH3:27])[CH2:15][C:14]=2[CH:13]=[CH:12]1)=[O:10])([CH3:6])([CH3:7])[CH3:5]. The yield is 0.469. (2) The reactants are C(O[C:6](=[O:22])[NH:7][CH:8]1[CH2:11][N:10]([C:12]2[C:21]3[C:16](=[CH:17][CH:18]=[CH:19][CH:20]=3)[N:15]=[CH:14][N:13]=2)[CH2:9]1)(C)(C)C.C1C=CC2N(O)N=NC=2C=1.CCN=C=NCCCN(C)C.C(OC([NH:51][C@@H:52]([CH2:56][C:57]1[CH:62]=[CH:61][C:60]([Cl:63])=[CH:59][CH:58]=1)C(O)=O)=O)(C)(C)C.C(O)(C(F)(F)F)=O. The catalyst is Cl.CN(C=O)C.C(Cl)Cl. The product is [NH2:51][C@H:52]([CH2:56][C:57]1[CH:62]=[CH:61][C:60]([Cl:63])=[CH:59][CH:58]=1)[C:6]([NH:7][CH:8]1[CH2:9][N:10]([C:12]2[C:21]3[C:16](=[CH:17][CH:18]=[CH:19][CH:20]=3)[N:15]=[CH:14][N:13]=2)[CH2:11]1)=[O:22]. The yield is 0.300.